This data is from NCI-60 drug combinations with 297,098 pairs across 59 cell lines. The task is: Regression. Given two drug SMILES strings and cell line genomic features, predict the synergy score measuring deviation from expected non-interaction effect. (1) Drug 1: C1=CC(=CC=C1CCCC(=O)O)N(CCCl)CCCl. Drug 2: CS(=O)(=O)OCCCCOS(=O)(=O)C. Cell line: SK-MEL-28. Synergy scores: CSS=3.53, Synergy_ZIP=-1.42, Synergy_Bliss=0.710, Synergy_Loewe=-11.2, Synergy_HSA=-4.05. (2) Drug 1: CNC(=O)C1=CC=CC=C1SC2=CC3=C(C=C2)C(=NN3)C=CC4=CC=CC=N4. Drug 2: C1CCC(C(C1)N)N.C(=O)(C(=O)[O-])[O-].[Pt+4]. Cell line: SK-MEL-2. Synergy scores: CSS=6.40, Synergy_ZIP=-0.284, Synergy_Bliss=4.57, Synergy_Loewe=3.91, Synergy_HSA=3.39. (3) Drug 1: CC1=C(C=C(C=C1)NC(=O)C2=CC=C(C=C2)CN3CCN(CC3)C)NC4=NC=CC(=N4)C5=CN=CC=C5. Drug 2: C1CN1C2=NC(=NC(=N2)N3CC3)N4CC4. Cell line: UO-31. Synergy scores: CSS=3.58, Synergy_ZIP=-3.00, Synergy_Bliss=-3.73, Synergy_Loewe=-15.5, Synergy_HSA=-6.48. (4) Drug 1: CC1=C(C=C(C=C1)C(=O)NC2=CC(=CC(=C2)C(F)(F)F)N3C=C(N=C3)C)NC4=NC=CC(=N4)C5=CN=CC=C5. Drug 2: CCC1=C2CN3C(=CC4=C(C3=O)COC(=O)C4(CC)O)C2=NC5=C1C=C(C=C5)O. Cell line: EKVX. Synergy scores: CSS=6.04, Synergy_ZIP=1.99, Synergy_Bliss=5.15, Synergy_Loewe=-35.2, Synergy_HSA=-3.22. (5) Drug 1: CC(C1=C(C=CC(=C1Cl)F)Cl)OC2=C(N=CC(=C2)C3=CN(N=C3)C4CCNCC4)N. Drug 2: CC1CCC2CC(C(=CC=CC=CC(CC(C(=O)C(C(C(=CC(C(=O)CC(OC(=O)C3CCCCN3C(=O)C(=O)C1(O2)O)C(C)CC4CCC(C(C4)OC)O)C)C)O)OC)C)C)C)OC. Cell line: NCI-H460. Synergy scores: CSS=30.1, Synergy_ZIP=0.213, Synergy_Bliss=3.98, Synergy_Loewe=-2.91, Synergy_HSA=6.24.